Task: Predict the reactants needed to synthesize the given product.. Dataset: Full USPTO retrosynthesis dataset with 1.9M reactions from patents (1976-2016) (1) The reactants are: [Cl:1][C:2]1[CH:8]=[CH:7][C:5]([NH2:6])=[CH:4][CH:3]=1.Cl[C:10]1[CH:19]=[CH:18][C:17]2[C:12](=[C:13]([C:20]3[NH:28][C:27]4[CH2:26][CH2:25][NH:24][C:23](=[O:29])[C:22]=4[CH:21]=3)[CH:14]=[CH:15][CH:16]=2)[N:11]=1.[Li+].C[Si]([N-][Si](C)(C)C)(C)C. Given the product [Cl:1][C:2]1[CH:8]=[CH:7][C:5]([NH:6][C:10]2[CH:19]=[CH:18][C:17]3[C:12](=[C:13]([C:20]4[NH:28][C:27]5[CH2:26][CH2:25][NH:24][C:23](=[O:29])[C:22]=5[CH:21]=4)[CH:14]=[CH:15][CH:16]=3)[N:11]=2)=[CH:4][CH:3]=1, predict the reactants needed to synthesize it. (2) The reactants are: [O:1]=[C:2]1[CH2:6][CH2:5][CH2:4][N:3]1[C:7]1[CH:12]=[C:11]([CH2:13][NH:14][C:15]2[CH:23]=[CH:22][CH:21]=[CH:20][C:16]=2[C:17]([OH:19])=O)[CH:10]=[CH:9][N:8]=1.[NH2:24][C:25]1[CH:26]=[C:27]([C:31]([F:34])([F:33])[F:32])[CH:28]=[CH:29][CH:30]=1.CN1CCOCC1. Given the product [O:1]=[C:2]1[CH2:6][CH2:5][CH2:4][N:3]1[C:7]1[CH:12]=[C:11]([CH2:13][NH:14][C:15]2[CH:23]=[CH:22][CH:21]=[CH:20][C:16]=2[C:17]([NH:24][C:25]2[CH:30]=[CH:29][CH:28]=[C:27]([C:31]([F:32])([F:33])[F:34])[CH:26]=2)=[O:19])[CH:10]=[CH:9][N:8]=1, predict the reactants needed to synthesize it.